This data is from Forward reaction prediction with 1.9M reactions from USPTO patents (1976-2016). The task is: Predict the product of the given reaction. (1) Given the reactants [CH3:1][C:2]1[C:7]2[C:8]([CH2:11][N:12]3[C:16]4[CH:17]=[CH:18][CH:19]=[CH:20][C:15]=4[N:14]=[C:13]3[S:21][CH2:22][CH2:23][CH2:24][C:25]([OH:27])=[O:26])=[CH:9][S:10][C:6]=2[CH:5]=[CH:4][CH:3]=1.[S:28](=[O:32])(=[O:31])([OH:30])[OH:29], predict the reaction product. The product is: [S:28]([OH:32])([OH:31])(=[O:30])=[O:29].[CH3:1][C:2]1[C:7]2[C:8]([CH2:11][N:12]3[C:16]4[CH:17]=[CH:18][CH:19]=[CH:20][C:15]=4[N:14]=[C:13]3[S:21][CH2:22][CH2:23][CH2:24][C:25]([OH:27])=[O:26])=[CH:9][S:10][C:6]=2[CH:5]=[CH:4][CH:3]=1. (2) Given the reactants [F:1][C:2]1[CH:7]=[CH:6][C:5]([C:8](=[O:10])[CH3:9])=[C:4]([OH:11])[CH:3]=1.[CH3:12][C:13]([CH3:15])=O.N1CCCC1, predict the reaction product. The product is: [F:1][C:2]1[CH:3]=[C:4]2[C:5]([C:8](=[O:10])[CH2:9][C:13]([CH3:15])([CH3:12])[O:11]2)=[CH:6][CH:7]=1. (3) The product is: [Cl:1][C:2]1[CH:3]=[C:4]2[C:9](=[CH:10][C:11]=1[O:12][C:13]1[CH:18]=[CH:17][C:16]([C:31]#[N:32])=[CH:15][C:14]=1[CH3:20])[O:8][CH:7]([C:21]([F:24])([F:22])[F:23])[C:6]([C:25]([OH:27])=[O:26])=[CH:5]2. Given the reactants [Cl:1][C:2]1[CH:3]=[C:4]2[C:9](=[CH:10][C:11]=1[O:12][C:13]1[CH:18]=[CH:17][C:16](I)=[CH:15][C:14]=1[CH3:20])[O:8][CH:7]([C:21]([F:24])([F:23])[F:22])[C:6]([C:25]([O:27]CC)=[O:26])=[CH:5]2.[Cu][C:31]#[N:32].C(OCC)(=O)C.[OH-].[Li+], predict the reaction product. (4) Given the reactants [CH3:1][C:2]1[CH:11]=[CH:10][CH:9]=[C:8]2[C:3]=1[C:4]([C:12]1[NH:13][CH:14]=[CH:15][N:16]=1)=[CH:5][CH2:6][O:7]2, predict the reaction product. The product is: [CH3:1][C:2]1[CH:11]=[CH:10][CH:9]=[C:8]2[C:3]=1[CH:4]([C:12]1[NH:16][CH:15]=[CH:14][N:13]=1)[CH2:5][CH2:6][O:7]2.